Dataset: Full USPTO retrosynthesis dataset with 1.9M reactions from patents (1976-2016). Task: Predict the reactants needed to synthesize the given product. (1) Given the product [ClH:20].[Br:19][C:17]1[CH:16]=[N:15][N:14]([CH:11]2[CH2:12][CH2:13][NH:8][CH2:9][CH2:10]2)[CH:18]=1, predict the reactants needed to synthesize it. The reactants are: C(OC([N:8]1[CH2:13][CH2:12][CH:11]([N:14]2[CH:18]=[C:17]([Br:19])[CH:16]=[N:15]2)[CH2:10][CH2:9]1)=O)(C)(C)C.[ClH:20]. (2) Given the product [I-:34].[CH3:22][C:21]1[CH:20]=[CH:19][CH:18]=[C:17]([CH3:23])[C:16]=1[CH2:15][NH:14][C:13]1[C:8]2[N:9]([C:5]([CH2:4][N+:2]([CH3:33])([CH3:3])[CH3:1])=[C:6]([CH3:32])[N:7]=2)[CH:10]=[C:11]([N:24]2[CH:29]=[CH:28][C:27]([CH3:30])=[CH:26][C:25]2=[O:31])[CH:12]=1, predict the reactants needed to synthesize it. The reactants are: [CH3:1][N:2]([CH2:4][C:5]1[N:9]2[CH:10]=[C:11]([N:24]3[CH:29]=[CH:28][C:27]([CH3:30])=[CH:26][C:25]3=[O:31])[CH:12]=[C:13]([NH:14][CH2:15][C:16]3[C:21]([CH3:22])=[CH:20][CH:19]=[CH:18][C:17]=3[CH3:23])[C:8]2=[N:7][C:6]=1[CH3:32])[CH3:3].[CH3:33][I:34].